This data is from Forward reaction prediction with 1.9M reactions from USPTO patents (1976-2016). The task is: Predict the product of the given reaction. The product is: [S:24]1[C:25]2[CH:31]=[CH:30][CH:29]=[CH:28][C:26]=2[N:27]=[C:23]1[NH:22][C:13](=[O:15])/[C:12](/[C:4]1[CH:5]=[CH:6][C:7]([S:8]([CH3:11])(=[O:9])=[O:10])=[C:2]([Cl:1])[CH:3]=1)=[N:16]/[O:17][CH2:18][CH:19]([CH3:21])[CH3:20]. Given the reactants [Cl:1][C:2]1[CH:3]=[C:4](/[C:12](=[N:16]\[O:17][CH2:18][CH:19]([CH3:21])[CH3:20])/[C:13]([OH:15])=O)[CH:5]=[CH:6][C:7]=1[S:8]([CH3:11])(=[O:10])=[O:9].[NH2:22][C:23]1[S:24][C:25]2[CH:31]=[CH:30][CH:29]=[CH:28][C:26]=2[N:27]=1.C(N(CC)C(C)C)(C)C, predict the reaction product.